From a dataset of Catalyst prediction with 721,799 reactions and 888 catalyst types from USPTO. Predict which catalyst facilitates the given reaction. (1) Reactant: [NH2:1][C:2]1[CH:7]=[CH:6][C:5]([N:8]2[CH2:13][CH2:12][CH:11]([N:14]([C:22]3[CH:27]=[CH:26][CH:25]=[CH:24][CH:23]=3)[C:15](=[O:21])[CH:16]([CH2:19][CH3:20])[CH2:17][CH3:18])[CH2:10][CH2:9]2)=[C:4]([F:28])[CH:3]=1.[CH2:29]([CH:31]([CH2:35][CH3:36])[C:32](Cl)=[O:33])[CH3:30]. Product: [CH2:17]([CH:16]([CH2:19][CH3:20])[C:15]([N:14]([CH:11]1[CH2:12][CH2:13][N:8]([C:5]2[CH:6]=[CH:7][C:2]([NH:1][C:32](=[O:33])[CH:31]([CH2:35][CH3:36])[CH2:29][CH3:30])=[CH:3][C:4]=2[F:28])[CH2:9][CH2:10]1)[C:22]1[CH:23]=[CH:24][CH:25]=[CH:26][CH:27]=1)=[O:21])[CH3:18]. The catalyst class is: 2. (2) Reactant: F[C:2](F)(F)[C:3]([O-])=[O:4].[C:8]([C:11]1[C:12]([NH:23][C:24]2[CH:29]=[CH:28][CH:27]=[CH:26][CH:25]=2)=[N:13][N:14]([C:16]2([CH2:20][C:21]#[N:22])[CH2:19][NH2+:18][CH2:17]2)[CH:15]=1)(=[O:10])[NH2:9].N1C=CC=CC=1.C(OC(=O)C)(=O)C. Product: [C:3]([N:18]1[CH2:17][C:16]([N:14]2[CH:15]=[C:11]([C:8]([NH2:9])=[O:10])[C:12]([NH:23][C:24]3[CH:29]=[CH:28][CH:27]=[CH:26][CH:25]=3)=[N:13]2)([CH2:20][C:21]#[N:22])[CH2:19]1)(=[O:4])[CH3:2]. The catalyst class is: 2.